This data is from NCI-60 drug combinations with 297,098 pairs across 59 cell lines. The task is: Regression. Given two drug SMILES strings and cell line genomic features, predict the synergy score measuring deviation from expected non-interaction effect. (1) Drug 1: C1C(C(OC1N2C=NC3=C(N=C(N=C32)Cl)N)CO)O. Drug 2: CC1=C2C(C(=O)C3(C(CC4C(C3C(C(C2(C)C)(CC1OC(=O)C(C(C5=CC=CC=C5)NC(=O)OC(C)(C)C)O)O)OC(=O)C6=CC=CC=C6)(CO4)OC(=O)C)O)C)O. Cell line: HCT-15. Synergy scores: CSS=30.3, Synergy_ZIP=-2.58, Synergy_Bliss=-2.62, Synergy_Loewe=-10.2, Synergy_HSA=-6.88. (2) Drug 1: COC1=CC(=CC(=C1O)OC)C2C3C(COC3=O)C(C4=CC5=C(C=C24)OCO5)OC6C(C(C7C(O6)COC(O7)C8=CC=CS8)O)O. Drug 2: C(CN)CNCCSP(=O)(O)O. Cell line: SF-295. Synergy scores: CSS=46.0, Synergy_ZIP=-0.557, Synergy_Bliss=-0.654, Synergy_Loewe=-37.2, Synergy_HSA=1.35. (3) Drug 1: C1CCN(CC1)CCOC2=CC=C(C=C2)C(=O)C3=C(SC4=C3C=CC(=C4)O)C5=CC=C(C=C5)O. Drug 2: CS(=O)(=O)C1=CC(=C(C=C1)C(=O)NC2=CC(=C(C=C2)Cl)C3=CC=CC=N3)Cl. Cell line: HOP-62. Synergy scores: CSS=-4.53, Synergy_ZIP=0.105, Synergy_Bliss=-6.82, Synergy_Loewe=-8.32, Synergy_HSA=-8.73.